From a dataset of Catalyst prediction with 721,799 reactions and 888 catalyst types from USPTO. Predict which catalyst facilitates the given reaction. (1) Reactant: [N:1]1[C:10]2[C:5](=[CH:6][CH:7]=[CH:8][C:9]=2[S:11]([N:14]2[CH2:21][C:20]3[CH:22]=[CH:23][CH:24]=[CH:25][C:19]=3[CH2:18][O:17][CH2:16][C@H:15]2[CH2:26][C:27]([NH2:29])=O)(=[O:13])=[O:12])[CH:4]=[CH:3][CH:2]=1.N1C=CC=CC=1.O(C(C(F)(F)F)=O)C(C(F)(F)F)=O. Product: [N:1]1[C:10]2[C:5](=[CH:6][CH:7]=[CH:8][C:9]=2[S:11]([N:14]2[CH2:21][C:20]3[CH:22]=[CH:23][CH:24]=[CH:25][C:19]=3[CH2:18][O:17][CH2:16][C@H:15]2[CH2:26][C:27]#[N:29])(=[O:12])=[O:13])[CH:4]=[CH:3][CH:2]=1. The catalyst class is: 2. (2) Reactant: [C:1]([O:5][C:6]([C:8]1[CH:16]=[CH:15][C:11]([C:12](O)=[O:13])=[CH:10][C:9]=1[CH3:17])=[O:7])([CH3:4])([CH3:3])[CH3:2].C[N:19]1CCOCC1.C(OC(Cl)=O)C(C)C.[OH-].[NH4+]. Product: [C:12]([C:11]1[CH:15]=[CH:16][C:8]([C:6]([O:5][C:1]([CH3:4])([CH3:3])[CH3:2])=[O:7])=[C:9]([CH3:17])[CH:10]=1)(=[O:13])[NH2:19]. The catalyst class is: 30. (3) Reactant: [N:1]([CH:4]([CH3:27])[CH2:5][CH2:6][C@H:7]1[CH2:12][CH2:11][C@H:10]([N:13]2[CH:21]=[C:20]3[C:15]([CH:16]=[C:17]([O:22][CH2:23][CH:24]4[CH2:26][CH2:25]4)[CH:18]=[CH:19]3)=[N:14]2)[CH2:9][CH2:8]1)=[N+]=[N-].C1(P([C:41]2[CH:46]=CC=CC=2)C2C=CC=CC=2)C=CC=CC=1.[OH2:47]. Product: [CH:24]1([CH2:23][O:22][C:17]2[CH:18]=[CH:19][C:20]3[C:15]([CH:16]=2)=[N:14][N:13]([C@H:10]2[CH2:11][CH2:12][C@H:7]([CH2:6][CH2:5][CH:4]([NH:1][C:46](=[O:47])[CH3:41])[CH3:27])[CH2:8][CH2:9]2)[CH:21]=3)[CH2:26][CH2:25]1. The catalyst class is: 1. (4) Reactant: C(N(CC)C(C)C)C.[CH3:9][C:10]1[C:15]([C:16]([OH:18])=O)=[CH:14][N:13]=[C:12]([C:19]2[CH:24]=[CH:23][CH:22]=[CH:21][N:20]=2)[N:11]=1.[N:25]1([NH2:34])[C:29]2=[N:30][CH:31]=[CH:32][CH:33]=[C:28]2[CH:27]=[CH:26]1.CN(C(ON1N=NC2C=CC=CC1=2)=[N+](C)C)C.[B-](F)(F)(F)F. Product: [N:25]1([NH:34][C:16]([C:15]2[C:10]([CH3:9])=[N:11][C:12]([C:19]3[CH:24]=[CH:23][CH:22]=[CH:21][N:20]=3)=[N:13][CH:14]=2)=[O:18])[C:29]2=[N:30][CH:31]=[CH:32][CH:33]=[C:28]2[CH:27]=[CH:26]1. The catalyst class is: 3. (5) Reactant: [OH:1][C:2]1[CH:7]=[CH:6][C:5]([C:8]([CH3:28])([CH3:27])[C:9]([C:11]2[S:12][C:13]([C:17]3[CH:22]=[CH:21][C:20]([C:23]([F:26])([F:25])[F:24])=[CH:19][CH:18]=3)=[CH:14][C:15]=2[CH3:16])=[O:10])=[CH:4][C:3]=1[CH3:29].C(=O)([O-])[O-].[Cs+].[Cs+].Br[CH2:37][C:38]([O:40][CH2:41][CH3:42])=[O:39]. Product: [CH2:41]([O:40][C:38](=[O:39])[CH2:37][O:1][C:2]1[CH:7]=[CH:6][C:5]([C:8]([CH3:27])([CH3:28])[C:9]([C:11]2[S:12][C:13]([C:17]3[CH:22]=[CH:21][C:20]([C:23]([F:26])([F:24])[F:25])=[CH:19][CH:18]=3)=[CH:14][C:15]=2[CH3:16])=[O:10])=[CH:4][C:3]=1[CH3:29])[CH3:42]. The catalyst class is: 10. (6) Reactant: [F:1][C:2]1[CH:7]=[CH:6][C:5]([C:8]2[CH:13]=[CH:12][CH:11]=[C:10]([S:14](Cl)(=[O:16])=[O:15])[CH:9]=2)=[CH:4][CH:3]=1.[NH2:18][C:19]1[CH:20]=[CH:21][C:22]([Cl:35])=[C:23]([NH:25][C:26]([NH:28][C:29]2[CH:34]=[CH:33][CH:32]=[CH:31][CH:30]=2)=[O:27])[CH:24]=1.C(N(C(C)C)CC)(C)C. Product: [Cl:35][C:22]1[CH:21]=[CH:20][C:19]([NH:18][S:14]([C:10]2[CH:9]=[C:8]([C:5]3[CH:6]=[CH:7][C:2]([F:1])=[CH:3][CH:4]=3)[CH:13]=[CH:12][CH:11]=2)(=[O:16])=[O:15])=[CH:24][C:23]=1[NH:25][C:26]([NH:28][C:29]1[CH:30]=[CH:31][CH:32]=[CH:33][CH:34]=1)=[O:27]. The catalyst class is: 37. (7) Reactant: [Li+].[OH-].Br[C:4]1[CH:9]=[CH:8][C:7]([C:10]2[N:15]=[C:14]3[N:16]=[C:17]([O:27][C@H:28]4[C@H:32]5[O:33][CH2:34][C@@H:35]([OH:36])[C@H:31]5[O:30][CH2:29]4)[N:18]([CH2:19][O:20][CH2:21][CH2:22][Si:23]([CH3:26])([CH3:25])[CH3:24])[C:13]3=[CH:12][C:11]=2[Cl:37])=[CH:6][CH:5]=1.[C:38]1(B(O)O)[CH:43]=[CH:42][CH:41]=[CH:40][CH:39]=1. Product: [Cl:37][C:11]1[CH:12]=[C:13]2[N:18]([CH2:19][O:20][CH2:21][CH2:22][Si:23]([CH3:26])([CH3:25])[CH3:24])[C:17]([O:27][C@H:28]3[C@H:32]4[O:33][CH2:34][C@@H:35]([OH:36])[C@H:31]4[O:30][CH2:29]3)=[N:16][C:14]2=[N:15][C:10]=1[C:7]1[CH:8]=[CH:9][C:4]([C:38]2[CH:43]=[CH:42][CH:41]=[CH:40][CH:39]=2)=[CH:5][CH:6]=1. The catalyst class is: 38.